Dataset: Full USPTO retrosynthesis dataset with 1.9M reactions from patents (1976-2016). Task: Predict the reactants needed to synthesize the given product. (1) Given the product [Br:1][C:2]1[C:3](=[O:19])[N:4]([C:27]2[CH:37]=[CH:36][C:30]([C:31]([O:33][CH2:34][CH3:35])=[O:32])=[CH:29][N:28]=2)[C:5]([CH3:18])=[CH:6][C:7]=1[O:8][CH2:9][C:10]1[CH:15]=[CH:14][C:13]([F:16])=[CH:12][C:11]=1[F:17], predict the reactants needed to synthesize it. The reactants are: [Br:1][C:2]1[C:3](=[O:19])[NH:4][C:5]([CH3:18])=[CH:6][C:7]=1[O:8][CH2:9][C:10]1[CH:15]=[CH:14][C:13]([F:16])=[CH:12][C:11]=1[F:17].C([O-])([O-])=O.[Cs+].[Cs+].Cl[C:27]1[CH:37]=[CH:36][C:30]([C:31]([O:33][CH2:34][CH3:35])=[O:32])=[CH:29][N:28]=1.C(#N)C.O. (2) Given the product [O:28]1[CH2:21][CH2:22][CH2:23][CH2:18][CH:17]1[N:12]1[C:6]2[C:7](=[N:8][CH:9]=[C:4]([NH2:1])[CH:5]=2)[CH:10]=[N:11]1, predict the reactants needed to synthesize it. The reactants are: [N+:1]([C:4]1[CH:5]=[C:6]2[NH:12][N:11]=[CH:10][C:7]2=[N:8][CH:9]=1)([O-])=O.N([O-])=O.[Na+].[CH3:17][C:18]1[C:23](N)=[CH:22][C:21]([N+]([O-])=O)=CN=1.[OH-:28].[Na+]. (3) Given the product [O:39]=[S:34]1(=[O:40])[CH2:38][CH2:37][CH2:36][N:35]1[C:13]1[CH:12]=[CH:11][C:10]([C:16]([N:18]2[CH2:19][CH2:20][N:21]([C:24]3[C:29]([CH3:30])=[CH:28][C:27]([CH3:31])=[C:26]([CH3:32])[N:25]=3)[CH2:22][CH2:23]2)=[O:17])=[C:9]([N:6]2[CH2:7][CH2:8][NH:4][C:5]2=[O:33])[CH:14]=1, predict the reactants needed to synthesize it. The reactants are: C([N:4]1[CH2:8][CH2:7][N:6]([C:9]2[CH:14]=[C:13](Cl)[CH:12]=[CH:11][C:10]=2[C:16]([N:18]2[CH2:23][CH2:22][N:21]([C:24]3[C:29]([CH3:30])=[CH:28][C:27]([CH3:31])=[C:26]([CH3:32])[N:25]=3)[CH2:20][CH2:19]2)=[O:17])[C:5]1=[O:33])(=O)C.[S:34]1(=[O:40])(=[O:39])[CH2:38][CH2:37][CH2:36][NH:35]1. (4) The reactants are: [I:1][C:2]1[N:7]=[C:6](I)[C:5]([NH2:9])=[CH:4][N:3]=1.C(N(CC)CC)C.[C:17]([O:21][CH2:22][CH3:23])(=[O:20])[CH:18]=[CH2:19]. Given the product [NH2:9][C:5]1[C:6](/[CH:19]=[CH:18]/[C:17]([O:21][CH2:22][CH3:23])=[O:20])=[N:7][C:2]([I:1])=[N:3][CH:4]=1, predict the reactants needed to synthesize it.